From a dataset of Full USPTO retrosynthesis dataset with 1.9M reactions from patents (1976-2016). Predict the reactants needed to synthesize the given product. Given the product [F:20][C:17]([F:18])([F:19])[C:12]([C:3]1[CH:4]=[CH:5][C:6]2[C:11](=[CH:10][CH:9]=[CH:8][CH:7]=2)[C:2]=1[NH:1][C:27]([C:23]1[O:22][CH:26]=[CH:25][CH:24]=1)=[O:28])([OH:21])[C:13]([F:14])([F:15])[F:16], predict the reactants needed to synthesize it. The reactants are: [NH2:1][C:2]1[C:11]2[C:6](=[CH:7][CH:8]=[CH:9][CH:10]=2)[CH:5]=[CH:4][C:3]=1[C:12]([OH:21])([C:17]([F:20])([F:19])[F:18])[C:13]([F:16])([F:15])[F:14].[O:22]1[CH:26]=[CH:25][CH:24]=[C:23]1[C:27](Cl)=[O:28].C([O-])([O-])=O.[K+].[K+].